From a dataset of NCI-60 drug combinations with 297,098 pairs across 59 cell lines. Regression. Given two drug SMILES strings and cell line genomic features, predict the synergy score measuring deviation from expected non-interaction effect. (1) Drug 1: CC12CCC(CC1=CCC3C2CCC4(C3CC=C4C5=CN=CC=C5)C)O. Drug 2: CNC(=O)C1=CC=CC=C1SC2=CC3=C(C=C2)C(=NN3)C=CC4=CC=CC=N4. Cell line: SF-539. Synergy scores: CSS=19.3, Synergy_ZIP=-0.179, Synergy_Bliss=3.68, Synergy_Loewe=5.17, Synergy_HSA=7.30. (2) Drug 1: CC1=C(C=C(C=C1)NC2=NC=CC(=N2)N(C)C3=CC4=NN(C(=C4C=C3)C)C)S(=O)(=O)N.Cl. Drug 2: C1=CC=C(C(=C1)C(C2=CC=C(C=C2)Cl)C(Cl)Cl)Cl. Cell line: UO-31. Synergy scores: CSS=4.47, Synergy_ZIP=-1.64, Synergy_Bliss=4.64, Synergy_Loewe=4.17, Synergy_HSA=4.98. (3) Drug 1: CN1C2=C(C=C(C=C2)N(CCCl)CCCl)N=C1CCCC(=O)O.Cl. Drug 2: CS(=O)(=O)OCCCCOS(=O)(=O)C. Cell line: SF-295. Synergy scores: CSS=-2.76, Synergy_ZIP=1.78, Synergy_Bliss=0.0717, Synergy_Loewe=-2.34, Synergy_HSA=-2.38. (4) Drug 1: C1=NC2=C(N=C(N=C2N1C3C(C(C(O3)CO)O)O)F)N. Drug 2: C(CN)CNCCSP(=O)(O)O. Cell line: SK-MEL-5. Synergy scores: CSS=1.29, Synergy_ZIP=-2.26, Synergy_Bliss=-4.63, Synergy_Loewe=-63.1, Synergy_HSA=-6.02. (5) Drug 2: CNC(=O)C1=NC=CC(=C1)OC2=CC=C(C=C2)NC(=O)NC3=CC(=C(C=C3)Cl)C(F)(F)F. Synergy scores: CSS=8.05, Synergy_ZIP=-1.94, Synergy_Bliss=-2.51, Synergy_Loewe=-28.2, Synergy_HSA=-4.24. Cell line: EKVX. Drug 1: CN(C)C1=NC(=NC(=N1)N(C)C)N(C)C. (6) Drug 1: CC(C1=C(C=CC(=C1Cl)F)Cl)OC2=C(N=CC(=C2)C3=CN(N=C3)C4CCNCC4)N. Drug 2: CNC(=O)C1=CC=CC=C1SC2=CC3=C(C=C2)C(=NN3)C=CC4=CC=CC=N4. Cell line: HT29. Synergy scores: CSS=8.22, Synergy_ZIP=-0.922, Synergy_Bliss=3.42, Synergy_Loewe=0.908, Synergy_HSA=0.881. (7) Drug 1: CC1=C(C(CCC1)(C)C)C=CC(=CC=CC(=CC(=O)O)C)C. Drug 2: CC1=C(C(=O)C2=C(C1=O)N3CC4C(C3(C2COC(=O)N)OC)N4)N. Cell line: A498. Synergy scores: CSS=23.8, Synergy_ZIP=-3.03, Synergy_Bliss=-3.23, Synergy_Loewe=-41.5, Synergy_HSA=-4.13.